This data is from Peptide-MHC class I binding affinity with 185,985 pairs from IEDB/IMGT. The task is: Regression. Given a peptide amino acid sequence and an MHC pseudo amino acid sequence, predict their binding affinity value. This is MHC class I binding data. (1) The peptide sequence is SHGIDVTDL. The MHC is HLA-A03:01 with pseudo-sequence HLA-A03:01. The binding affinity (normalized) is 0.0847. (2) The peptide sequence is LESLSEDGW. The MHC is Mamu-B17 with pseudo-sequence Mamu-B17. The binding affinity (normalized) is 0.909. (3) The peptide sequence is PHDPDFLVL. The MHC is HLA-B18:01 with pseudo-sequence HLA-B18:01. The binding affinity (normalized) is 0.0847. (4) The peptide sequence is CPNCYDSVM. The MHC is HLA-B07:02 with pseudo-sequence HLA-B07:02. The binding affinity (normalized) is 0.508. (5) The peptide sequence is FAFKLSFAI. The binding affinity (normalized) is 0.614. The MHC is HLA-B35:01 with pseudo-sequence HLA-B35:01. (6) The peptide sequence is SIILANERY. The MHC is HLA-A11:01 with pseudo-sequence HLA-A11:01. The binding affinity (normalized) is 0.496. (7) The peptide sequence is CTMERTNDL. The MHC is HLA-A02:06 with pseudo-sequence HLA-A02:06. The binding affinity (normalized) is 0.578. (8) The peptide sequence is LITGGRRTR. The MHC is HLA-A11:01 with pseudo-sequence HLA-A11:01. The binding affinity (normalized) is 0. (9) The peptide sequence is EGVFHTMWHV. The MHC is HLA-A68:02 with pseudo-sequence HLA-A68:02. The binding affinity (normalized) is 0.639.